This data is from Catalyst prediction with 721,799 reactions and 888 catalyst types from USPTO. The task is: Predict which catalyst facilitates the given reaction. (1) Reactant: [CH:1]1([CH2:4][C:5](=[O:11])[C:6]([O:8][CH2:9][CH3:10])=[O:7])[CH2:3][CH2:2]1.C1C(=O)N([Br:19])C(=O)C1. Product: [Br:19][CH:4]([CH:1]1[CH2:3][CH2:2]1)[C:5](=[O:11])[C:6]([O:8][CH2:9][CH3:10])=[O:7]. The catalyst class is: 53. (2) Reactant: [NH2:1][C:2]1[N:10]=[CH:9][N:8]=[C:7]2[C:3]=1[N:4]=[CH:5][N:6]2[C@H:11]1[C@@H:15]2[O:16][C:17]([CH3:20])([CH3:19])[O:18][C@@H:14]2[C@@H:13]([CH2:21][N:22]([CH:27]2[CH2:30][CH2:29][CH2:28]2)[CH2:23][CH2:24][CH2:25][NH2:26])[O:12]1.[C:31]([C:35]1[CH:40]=[CH:39][C:38]([N:41]=[C:42]=[O:43])=[CH:37][CH:36]=1)([CH3:34])([CH3:33])[CH3:32]. Product: [NH2:1][C:2]1[N:10]=[CH:9][N:8]=[C:7]2[C:3]=1[N:4]=[CH:5][N:6]2[C@H:11]1[C@@H:15]2[O:16][C:17]([CH3:19])([CH3:20])[O:18][C@@H:14]2[C@@H:13]([CH2:21][N:22]([CH:27]2[CH2:30][CH2:29][CH2:28]2)[CH2:23][CH2:24][CH2:25][NH:26][C:42]([NH:41][C:38]2[CH:39]=[CH:40][C:35]([C:31]([CH3:34])([CH3:33])[CH3:32])=[CH:36][CH:37]=2)=[O:43])[O:12]1. The catalyst class is: 2.